This data is from Reaction yield outcomes from USPTO patents with 853,638 reactions. The task is: Predict the reaction yield, written as a fraction of the theoretical maximum amount of product (1.0 means a 100% yield; for example, 0.34 means a 34% yield). (1) The reactants are [NH2:1][C:2]1[CH:11]=[CH:10][C:5]2[NH:6][C:7](=[O:9])[O:8][C:4]=2[CH:3]=1.FC(F)(F)C(O)=O.[N+:19]([O-])([O-:21])=[O:20].[Na+]. The yield is 0.960. The product is [NH2:1][C:2]1[C:11]([N+:19]([O-:21])=[O:20])=[CH:10][C:5]2[NH:6][C:7](=[O:9])[O:8][C:4]=2[CH:3]=1. No catalyst specified. (2) The reactants are Cl.[NH:2]1[CH2:5][CH:4]([C:6]2[C:11]([N:12]3[CH2:17][CH2:16][CH2:15][CH2:14][CH2:13]3)=[N:10][CH:9]=[CH:8][N:7]=2)[CH2:3]1.Cl[C:19]1[CH:28]=[CH:27][C:26]2[C:21](=[CH:22][CH:23]=[CH:24][CH:25]=2)[N:20]=1.C([O-])([O-])=O.[Cs+].[Cs+]. The catalyst is CN(C=O)C.O. The product is [N:12]1([C:11]2[C:6]([CH:4]3[CH2:5][N:2]([C:19]4[CH:28]=[CH:27][C:26]5[C:21](=[CH:22][CH:23]=[CH:24][CH:25]=5)[N:20]=4)[CH2:3]3)=[N:7][CH:8]=[CH:9][N:10]=2)[CH2:13][CH2:14][CH2:15][CH2:16][CH2:17]1. The yield is 0.170.